From a dataset of Peptide-MHC class I binding affinity with 185,985 pairs from IEDB/IMGT. Regression. Given a peptide amino acid sequence and an MHC pseudo amino acid sequence, predict their binding affinity value. This is MHC class I binding data. The peptide sequence is MLATGMKNV. The MHC is HLA-A24:02 with pseudo-sequence HLA-A24:02. The binding affinity (normalized) is 0.